Dataset: Human Reference Interactome with 51,813 positive PPI pairs across 8,248 proteins, plus equal number of experimentally-validated negative pairs. Task: Binary Classification. Given two protein amino acid sequences, predict whether they physically interact or not. (1) Protein 1 (ENSG00000160200) has sequence MPSETPQAEVGPTGCPHRSGPHSAKGSLEKGSPEDKEAKEPLWIRPDAPSRCTWQLGRPASESPHHHTAPAKSPKILPDILKKIGDTPMVRINKIGKKFGLKCELLAKCEFFNAGGSVKDRISLRMIEDAERDGTLKPGDTIIEPTSGNTGIGLALAAAVRGYRCIIVMPEKMSSEKVDVLRALGAEIVRTPTNARFDSPESHVGVAWRLKNEIPNSHILDQYRNASNPLAHYDTTADEILQQCDGKLDMLVASVGTGGTITGIARKLKEKCPGCRIIGVDPEGSILAEPEELNQTEQTT.... Protein 2 (ENSG00000227234) has sequence MGQQSSVRRLKRSVPCESNEANEANEANKTMPETPTGDSDPQPAPKKMKTSESSTILVVRYRRNVKRTSPEELLNDHARENRINPDQMEEEEFIEITTERPKK*. Result: 0 (the proteins do not interact). (2) Protein 1 (ENSG00000221859) has sequence MAASTMSICSSACTDSWRVVDCPESCCEPCCCAPAPSLTLVCTPVSCVSSPCCQTACEPSACQSGYTSSCTTPCYQQSSCQPDCCTSSPCQQACCVPVCCVPVCCVPVCNKPVCFVPTCSESSPSCCQQSSCQPTCCTSSPCQQACCVPVCSKSVCYVPVCSGASTSCCQQSSCQPACCTASCCRPSSSVSLLCHPVCKSTCCVPVPSCGASASSCQPSCCRTASCVSLLCRPVCSRPACYSLCSGQKSSC*. Protein 2 (ENSG00000259431) has sequence MAQGLIEVERKFLPGPGTEERLQELGGTLEYRVTFRDTYYDTPELSLMQADHWLRRREDSGWELKCPGAAGVLGPHTEYKELTAEPTIVAQLCKVLRADGLGAGDVAAVLGPLGLQEVASFVTKRSAWKLVLLGADEEEPQLRVDLDTADFGYAVGEVEALVHEEAEVPTALEKIHRLSSMLGVPAQETAPAKLIVYLQRFRPQDYQRLLEVNSSRERPQETEDPDHCLG*MAQGLIEVERKFLPGPGTEERLQELGGTLEYRVTFRDTYYDTPELSLMQADHWLRRREDSGWELKCPGA.... Result: 0 (the proteins do not interact).